From a dataset of Reaction yield outcomes from USPTO patents with 853,638 reactions. Predict the reaction yield, written as a fraction of the theoretical maximum amount of product (1.0 means a 100% yield; for example, 0.34 means a 34% yield). The reactants are Cl[C:2]1[C:7]([N+:8]([O-:10])=[O:9])=[CH:6][N:5]=[C:4]([C:11]2[CH:15]=[C:14]([C:16]3[CH:20]=[CH:19][O:18][N:17]=3)[N:13]([CH2:21][C:22]3[CH:27]=[CH:26][CH:25]=[CH:24][C:23]=3[F:28])[N:12]=2)[N:3]=1.[CH3:29][CH:30]([C:36]([O:38][CH2:39][CH3:40])=[O:37])[C:31]([O:33][CH2:34][CH3:35])=[O:32].CC(C)([O-])C.[K+]. The catalyst is C1COCC1.[Cl-].[NH4+].C(OCC)(=O)C. The product is [F:28][C:23]1[CH:24]=[CH:25][CH:26]=[CH:27][C:22]=1[CH2:21][N:13]1[C:14]([C:16]2[CH:20]=[CH:19][O:18][N:17]=2)=[CH:15][C:11]([C:4]2[N:3]=[C:2]([C:30]([CH3:29])([C:31]([O:33][CH2:34][CH3:35])=[O:32])[C:36]([O:38][CH2:39][CH3:40])=[O:37])[C:7]([N+:8]([O-:10])=[O:9])=[CH:6][N:5]=2)=[N:12]1. The yield is 0.400.